Dataset: Forward reaction prediction with 1.9M reactions from USPTO patents (1976-2016). Task: Predict the product of the given reaction. (1) Given the reactants Cl.[CH3:2][NH2:3].[Cl:4][C:5]1[CH:10]=[CH:9][C:8]([NH:11][C:12]2[C:17]([F:18])=[CH:16][N:15]=[C:14]([NH:19][C:20]3[CH:21]=[CH:22][C:23]4[O:27][CH:26]([C:28]([O:30]C)=O)[CH2:25][C:24]=4[CH:32]=3)[N:13]=2)=[CH:7][CH:6]=1, predict the reaction product. The product is: [Cl:4][C:5]1[CH:6]=[CH:7][C:8]([NH:11][C:12]2[C:17]([F:18])=[CH:16][N:15]=[C:14]([NH:19][C:20]3[CH:21]=[CH:22][C:23]4[O:27][CH:26]([C:28]([NH:3][CH3:2])=[O:30])[CH2:25][C:24]=4[CH:32]=3)[N:13]=2)=[CH:9][CH:10]=1. (2) Given the reactants [CH:1]1[CH:6]=[CH:5][C:4]([P-:7][C:8]2[CH:13]=[CH:12][CH:11]=[CH:10][CH:9]=2)=[CH:3][CH:2]=1.[K+].F[C:16]1[CH:21]=[CH:20][CH:19]=[CH:18][C:17]=1[NH:22][C:23]1[CH:28]=[CH:27][CH:26]=[CH:25][C:24]=1F, predict the reaction product. The product is: [C:8]1([P:7]([C:4]2[CH:5]=[CH:6][CH:1]=[CH:2][CH:3]=2)[C:16]2[CH:21]=[CH:20][CH:19]=[CH:18][C:17]=2[NH:22][C:23]2[CH:28]=[CH:27][CH:26]=[CH:25][C:24]=2[P:7]([C:8]2[CH:9]=[CH:10][CH:11]=[CH:12][CH:13]=2)[C:4]2[CH:5]=[CH:6][CH:1]=[CH:2][CH:3]=2)[CH:13]=[CH:12][CH:11]=[CH:10][CH:9]=1.